Dataset: Full USPTO retrosynthesis dataset with 1.9M reactions from patents (1976-2016). Task: Predict the reactants needed to synthesize the given product. (1) Given the product [OH:2][C:3]1[CH:12]=[C:11]2[C:6]([C@H:7]([C:21]3[CH:26]=[CH:25][C:24]([O:27][CH2:28][CH2:29][CH2:30][N:31]4[CH2:32][CH2:33][CH2:34][CH2:35][CH2:36]4)=[CH:23][CH:22]=3)[C@H:8]([C:13]3[CH:18]=[CH:17][CH:16]=[C:15]([OH:19])[CH:14]=3)[CH2:9][O:10]2)=[CH:5][CH:4]=1, predict the reactants needed to synthesize it. The reactants are: C[O:2][C:3]1[CH:12]=[C:11]2[C:6]([C@H:7]([C:21]3[CH:26]=[CH:25][C:24]([O:27][CH2:28][CH2:29][CH2:30][N:31]4[CH2:36][CH2:35][CH2:34][CH2:33][CH2:32]4)=[CH:23][CH:22]=3)[C@H:8]([C:13]3[CH:18]=[CH:17][CH:16]=[C:15]([O:19]C)[CH:14]=3)[CH2:9][O:10]2)=[CH:5][CH:4]=1.Cl.N1C=CC=CC=1. (2) Given the product [N:27]1([C:47](=[O:59])[CH:42]([NH:41][C:20](=[O:21])[O:22][C:23]([CH3:24])([CH3:25])[CH3:26])[C:3]2[CH:2]=[N:1][CH:6]=[CH:5][CH:4]=2)[CH2:32][CH2:31][O:30][CH2:29][CH2:28]1, predict the reactants needed to synthesize it. The reactants are: [N:1]1[CH:6]=[CH:5][CH:4]=[C:3](NCC(O)=O)[CH:2]=1.[C:20](O[C:20]([O:22][C:23]([CH3:26])([CH3:25])[CH3:24])=[O:21])([O:22][C:23]([CH3:26])([CH3:25])[CH3:24])=[O:21].[NH:27]1[CH2:32][CH2:31][O:30][CH2:29][CH2:28]1.CN(C(O[N:41]1N=NC2C=CC=[CH:47][C:42]1=2)=[N+](C)C)C.[B-](F)(F)(F)F.CN(C=[O:59])C. (3) Given the product [F:3][CH2:4][CH2:5][CH2:6][O:7][C:12]1[CH:11]=[CH:10][C:9]([Br:8])=[CH:14][N:13]=1, predict the reactants needed to synthesize it. The reactants are: [H-].[Na+].[F:3][CH2:4][CH2:5][CH2:6][OH:7].[Br:8][C:9]1[CH:10]=[CH:11][C:12](Cl)=[N:13][CH:14]=1.